This data is from Retrosynthesis with 50K atom-mapped reactions and 10 reaction types from USPTO. The task is: Predict the reactants needed to synthesize the given product. (1) Given the product COC(=O)CCC#Cc1c([N+](=O)[O-])ccc2c1/C(=C/c1[nH]ccc1OC)C(=O)N2, predict the reactants needed to synthesize it. The reactants are: C#CCCC(=O)OC.COc1cc[nH]c1/C=C1\C(=O)Nc2ccc([N+](=O)[O-])c(Br)c21. (2) Given the product Cn1cc(-c2ccncn2)cc(Br)c1=O, predict the reactants needed to synthesize it. The reactants are: CN(C)C=O.O=c1[nH]cc(-c2ccncn2)cc1Br. (3) Given the product CN1CCOc2ccc([N+](=O)[O-])cc2C1, predict the reactants needed to synthesize it. The reactants are: C=O.O=[N+]([O-])c1ccc2c(c1)CNCCO2. (4) Given the product COC(=O)c1cc2cc(OCc3ccccc3)ccc2n1S(=O)(=O)c1ccc(Cl)c(Cl)c1, predict the reactants needed to synthesize it. The reactants are: COC(=O)c1cc2cc(OCc3ccccc3)ccc2[nH]1.O=S(=O)(Cl)c1ccc(Cl)c(Cl)c1. (5) Given the product COc1ncc(-c2ccc3c(Nc4cc(C(=O)O)cc(C5CCCC5)c4)c(C(N)=O)cnc3c2)c(OC)n1, predict the reactants needed to synthesize it. The reactants are: COc1ncc(-c2ccc3c(Cl)c(C(N)=O)cnc3c2)c(OC)n1.Nc1cc(C(=O)O)cc(C2CCCC2)c1.